Dataset: Full USPTO retrosynthesis dataset with 1.9M reactions from patents (1976-2016). Task: Predict the reactants needed to synthesize the given product. (1) Given the product [N+:27]([C:30]1[CH:35]=[CH:34][CH:33]=[C:32]([C:36]([C:15]2[CH:16]=[CH:17][CH:18]=[CH:19][CH:20]=2)=[CH2:38])[CH:31]=1)([O-:29])=[O:28], predict the reactants needed to synthesize it. The reactants are: BrP(C)([C:15]1[CH:20]=[CH:19][CH:18]=[CH:17][CH:16]=1)([C:15]1[CH:20]=[CH:19][CH:18]=[CH:17][CH:16]=1)[C:15]1[CH:20]=[CH:19][CH:18]=[CH:17][CH:16]=1.[Li]CCCC.[N+:27]([C:30]1[CH:31]=[C:32]([C:36]([C:38]2C=CC=CC=2)=O)[CH:33]=[CH:34][CH:35]=1)([O-:29])=[O:28]. (2) Given the product [Cl:12][C:5]1[C:6]([N:23]2[CH2:24][CH2:25][N:20]([CH2:19][C:16]3[CH:15]=[CH:14][N:13]=[CH:18][CH:17]=3)[CH2:21][CH2:22]2)=[C:7]([N+:8]([O-:10])=[O:9])[C:2]([NH2:1])=[N:3][CH:4]=1, predict the reactants needed to synthesize it. The reactants are: [NH2:1][C:2]1[C:7]([N+:8]([O-:10])=[O:9])=[C:6](Cl)[C:5]([Cl:12])=[CH:4][N:3]=1.[N:13]1[CH:18]=[CH:17][C:16]([CH2:19][N:20]2[CH2:25][CH2:24][NH:23][CH2:22][CH2:21]2)=[CH:15][CH:14]=1.C(N(C(C)C)CC)(C)C. (3) Given the product [F:30][C:24]1[CH:23]=[C:22]([C:20]2[N:21]=[C:16]([N:12]3[C:13]4[C:9](=[CH:8][C:7]([CH2:6][C:5]([OH:34])=[O:4])=[CH:15][CH:14]=4)[CH2:10][CH2:11]3)[C:17]3[CH2:33][CH2:32][CH2:31][C:18]=3[N:19]=2)[CH:27]=[CH:26][C:25]=1[O:28][CH3:29], predict the reactants needed to synthesize it. The reactants are: [OH-].[Na+].C[O:4][C:5](=[O:34])[CH2:6][C:7]1[CH:8]=[C:9]2[C:13](=[CH:14][CH:15]=1)[N:12]([C:16]1[C:17]3[CH2:33][CH2:32][CH2:31][C:18]=3[N:19]=[C:20]([C:22]3[CH:27]=[CH:26][C:25]([O:28][CH3:29])=[C:24]([F:30])[CH:23]=3)[N:21]=1)[CH2:11][CH2:10]2.O1CCOCC1.Cl. (4) Given the product [O:18]1[CH2:23][CH2:22][CH:21]([CH2:24][CH2:25][NH:26][C:15]([C:12]2[CH:11]=[C:10]([CH2:9][O:8][CH2:1][C:2]3[CH:3]=[CH:4][CH:5]=[CH:6][CH:7]=3)[O:14][N:13]=2)=[O:17])[CH2:20][CH2:19]1, predict the reactants needed to synthesize it. The reactants are: [CH2:1]([O:8][CH2:9][C:10]1[O:14][N:13]=[C:12]([C:15]([OH:17])=O)[CH:11]=1)[C:2]1[CH:7]=[CH:6][CH:5]=[CH:4][CH:3]=1.[O:18]1[CH2:23][CH2:22][CH:21]([CH2:24][CH2:25][NH2:26])[CH2:20][CH2:19]1.ON1C2C=CC=CC=2N=N1.Cl.C(N=C=NCCCN(C)C)C. (5) Given the product [F:11][C:3]1[CH:4]=[C:5]([N+:8]([O-:10])=[O:9])[CH:6]=[CH:7][C:2]=1[Si:13]([CH3:15])([CH3:14])[CH3:12], predict the reactants needed to synthesize it. The reactants are: Cl[C:2]1[CH:7]=[CH:6][C:5]([N+:8]([O-:10])=[O:9])=[CH:4][C:3]=1[F:11].[CH3:12][Si:13](N[Si:13]([CH3:15])([CH3:14])[CH3:12])([CH3:15])[CH3:14].C(OCC)(=O)C. (6) Given the product [Cl:1][C:2]1[S:6][C:5](/[CH:7]=[CH:10]/[C:11]([OH:13])=[O:12])=[CH:4][CH:3]=1, predict the reactants needed to synthesize it. The reactants are: [Cl:1][C:2]1[S:6][C:5]([CH:7]=O)=[CH:4][CH:3]=1.C(O)(=O)[CH2:10][C:11]([OH:13])=[O:12].O.Cl. (7) Given the product [CH2:19]([N:1]1[CH:5]=[C:4]([C:6]2[CH:14]=[C:13]3[C:9]([C:10]([CH3:18])([CH3:17])[C:11](=[O:16])[N:12]3[CH3:15])=[CH:8][CH:7]=2)[N:3]=[CH:2]1)[CH3:20], predict the reactants needed to synthesize it. The reactants are: [NH:1]1[CH:5]=[C:4]([C:6]2[CH:14]=[C:13]3[C:9]([C:10]([CH3:18])([CH3:17])[C:11](=[O:16])[N:12]3[CH3:15])=[CH:8][CH:7]=2)[N:3]=[CH:2]1.[CH2:19](Br)[CH3:20]. (8) Given the product [F:46][C:42]1[CH:43]=[CH:44][CH:45]=[C:2]([F:1])[C:3]=1[C:4]([NH:6][C:7]1[CH:12]=[CH:11][CH:10]=[C:9]([C:13]2[N:14]=[C:15]([CH:36]3[CH2:41][CH2:40][N:39]([CH3:49])[CH2:38][CH2:37]3)[S:16][C:17]=2[C:18]2[CH:23]=[CH:22][N:21]=[C:20]([NH:24][C:25]3[CH:34]=[C:33]4[C:28]([CH2:29][CH2:30][N:31]([CH3:35])[CH2:32]4)=[CH:27][CH:26]=3)[N:19]=2)[CH:8]=1)=[O:5], predict the reactants needed to synthesize it. The reactants are: [F:1][C:2]1[CH:45]=[CH:44][CH:43]=[C:42]([F:46])[C:3]=1[C:4]([NH:6][C:7]1[CH:12]=[CH:11][CH:10]=[C:9]([C:13]2[N:14]=[C:15]([CH:36]3[CH2:41][CH2:40][NH:39][CH2:38][CH2:37]3)[S:16][C:17]=2[C:18]2[CH:23]=[CH:22][N:21]=[C:20]([NH:24][C:25]3[CH:34]=[C:33]4[C:28]([CH2:29][CH2:30][N:31]([CH3:35])[CH2:32]4)=[CH:27][CH:26]=3)[N:19]=2)[CH:8]=1)=[O:5].C=O.[CH3:49]C(O)=O.C(O[BH-](OC(=O)C)OC(=O)C)(=O)C.[Na+]. (9) Given the product [CH3:1][O:2][C:3]1[CH:8]=[CH:7][C:6]([NH:9][S:20]([C:12]2[S:11][C:15]3[CH:16]=[CH:17][CH:18]=[CH:19][C:14]=3[CH:13]=2)(=[O:22])=[O:21])=[C:5]([NH:10][S:20]([C:12]2[S:11][C:15]3[CH:16]=[CH:17][CH:18]=[CH:19][C:14]=3[CH:13]=2)(=[O:21])=[O:22])[CH:4]=1, predict the reactants needed to synthesize it. The reactants are: [CH3:1][O:2][C:3]1[CH:4]=[C:5]([NH2:10])[C:6]([NH2:9])=[CH:7][CH:8]=1.[S:11]1[C:15]2[CH:16]=[CH:17][CH:18]=[CH:19][C:14]=2[CH:13]=[C:12]1[S:20](Cl)(=[O:22])=[O:21]. (10) Given the product [CH3:1][O:2][C:3](=[O:31])[NH:4][C@H:5]([C:9]([N:11]1[CH2:15][C:14]([CH:16]2[CH2:18][CH2:17]2)=[CH:13][C@H:12]1[C:19]1[NH:20][CH:21]=[C:22]([C:24]2[CH:29]=[CH:28][C:27]([B:32]3[O:36][C:35]([CH3:38])([CH3:37])[C:34]([CH3:40])([CH3:39])[O:33]3)=[CH:26][CH:25]=2)[N:23]=1)=[O:10])[CH:6]([CH3:8])[CH3:7], predict the reactants needed to synthesize it. The reactants are: [CH3:1][O:2][C:3](=[O:31])[NH:4][C@H:5]([C:9]([N:11]1[CH2:15][C:14]([CH:16]2[CH2:18][CH2:17]2)=[CH:13][C@H:12]1[C:19]1[NH:20][CH:21]=[C:22]([C:24]2[CH:29]=[CH:28][C:27](Br)=[CH:26][CH:25]=2)[N:23]=1)=[O:10])[CH:6]([CH3:8])[CH3:7].[B:32]1([B:32]2[O:36][C:35]([CH3:38])([CH3:37])[C:34]([CH3:40])([CH3:39])[O:33]2)[O:36][C:35]([CH3:38])([CH3:37])[C:34]([CH3:40])([CH3:39])[O:33]1.C([O-])(=O)C.[K+].